Task: Predict the reactants needed to synthesize the given product.. Dataset: Full USPTO retrosynthesis dataset with 1.9M reactions from patents (1976-2016) (1) Given the product [CH3:7][N:3]1[CH:4]=[CH:5][N:6]=[C:2]1[S:1][CH2:9][CH2:10][CH2:11][N:12]1[CH2:17][CH2:16][N:15]([C:18]2[C:23]3[CH:24]=[CH:25][O:26][C:22]=3[CH:21]=[CH:20][N:19]=2)[CH2:14][CH2:13]1, predict the reactants needed to synthesize it. The reactants are: [SH:1][C:2]1[N:3]([CH3:7])[CH:4]=[CH:5][N:6]=1.Cl[CH2:9][CH2:10][CH2:11][N:12]1[CH2:17][CH2:16][N:15]([C:18]2[C:23]3[CH:24]=[CH:25][O:26][C:22]=3[CH:21]=[CH:20][N:19]=2)[CH2:14][CH2:13]1.C([O-])([O-])=O.[K+].[K+].O. (2) Given the product [N:12]1([CH2:11][C:10]([N:18]2[CH2:19][CH2:20][N:21]([C:2]3[N:7]=[CH:6][N:5]=[C:4]([NH2:8])[CH:3]=3)[CH2:22][CH2:23]2)=[O:9])[CH2:13][CH2:14][O:15][CH2:16][CH2:17]1, predict the reactants needed to synthesize it. The reactants are: Cl[C:2]1[N:7]=[CH:6][N:5]=[C:4]([NH2:8])[CH:3]=1.[O:9]=[C:10]([N:18]1[CH2:23][CH2:22][NH:21][CH2:20][CH2:19]1)[CH2:11][N:12]1[CH2:17][CH2:16][O:15][CH2:14][CH2:13]1.CCN(C(C)C)C(C)C. (3) Given the product [Br:19][C:20]1[CH:25]=[CH:24][C:23]([CH:26]([NH:28][C:7](=[O:9])[C:6]2[CH:10]=[C:2]([F:1])[CH:3]=[N:4][C:5]=2[O:11][C:12]2[CH:17]=[CH:16][C:15]([F:18])=[CH:14][CH:13]=2)[CH3:27])=[CH:22][CH:21]=1, predict the reactants needed to synthesize it. The reactants are: [F:1][C:2]1[CH:3]=[N:4][C:5]([O:11][C:12]2[CH:17]=[CH:16][C:15]([F:18])=[CH:14][CH:13]=2)=[C:6]([CH:10]=1)[C:7]([OH:9])=O.[Br:19][C:20]1[CH:25]=[CH:24][C:23]([CH:26]([NH2:28])[CH3:27])=[CH:22][CH:21]=1. (4) Given the product [Cl:45][C:15]1[CH:14]=[CH:13][C:12]([NH:16][C:17](=[O:28])[C:18]2[CH:23]=[CH:22][CH:21]=[C:20]([C:24]([F:26])([F:27])[F:25])[CH:19]=2)=[CH:11][C:10]=1[C:9]1[N:4]2[N:3]=[CH:2][C:29]([C:30]([O:32][CH2:33][CH3:34])=[O:31])=[C:5]2[N:6]=[CH:7][CH:8]=1, predict the reactants needed to synthesize it. The reactants are: C[C:2]1[C:29]([C:30]([O:32][CH2:33][CH3:34])=[O:31])=[C:5]2[N:6]=[CH:7][CH:8]=[C:9]([C:10]3[CH:15]=[CH:14][CH:13]=[C:12]([NH:16][C:17](=[O:28])[C:18]4[CH:23]=[CH:22][CH:21]=[C:20]([C:24]([F:27])([F:26])[F:25])[CH:19]=4)[CH:11]=3)[N:4]2[N:3]=1.NC1C=CC([Cl:45])=C(C(=O)C)C=1.NC1C(C(OCC)=O)=CNN=1. (5) Given the product [CH2:1]([S:8]([NH:11][C:12]([CH:14]1[CH2:19][CH2:18][N:17]([C:20]2[C:30]([O:31][CH2:32][CH2:33][CH2:34][C:35]([OH:37])=[O:36])=[CH:29][C:23]([C:24]([O:26][CH2:27][CH3:28])=[O:25])=[C:22]([CH3:39])[N:21]=2)[CH2:16][CH2:15]1)=[O:13])(=[O:9])=[O:10])[C:2]1[CH:3]=[CH:4][CH:5]=[CH:6][CH:7]=1, predict the reactants needed to synthesize it. The reactants are: [CH2:1]([S:8]([NH:11][C:12]([CH:14]1[CH2:19][CH2:18][N:17]([C:20]2[C:30]([O:31][CH2:32][CH2:33][CH2:34][C:35]([O:37]C)=[O:36])=[CH:29][C:23]([C:24]([O:26][CH2:27][CH3:28])=[O:25])=[C:22]([CH3:39])[N:21]=2)[CH2:16][CH2:15]1)=[O:13])(=[O:10])=[O:9])[C:2]1[CH:7]=[CH:6][CH:5]=[CH:4][CH:3]=1.[OH-].[Na+]. (6) Given the product [C:34]([C:36]1[CH:41]=[C:40]([C:29]2[CH:30]=[CH:31][C:26](/[CH:25]=[CH:24]/[C:12]3[N:11]([CH2:10][C:7]4[CH:6]=[CH:5][C:4]([C:3]([OH:2])=[O:33])=[CH:9][CH:8]=4)[CH:15]=[C:14]([C:16]4[CH:21]=[CH:20][C:19]([Cl:22])=[CH:18][C:17]=4[Cl:23])[N:13]=3)=[CH:27][CH:28]=2)[CH:39]=[CH:38][CH:37]=1)#[N:35], predict the reactants needed to synthesize it. The reactants are: C[O:2][C:3](=[O:33])[C:4]1[CH:9]=[CH:8][C:7]([CH2:10][N:11]2[CH:15]=[C:14]([C:16]3[CH:21]=[CH:20][C:19]([Cl:22])=[CH:18][C:17]=3[Cl:23])[N:13]=[C:12]2/[CH:24]=[CH:25]/[C:26]2[CH:31]=[CH:30][C:29](Br)=[CH:28][CH:27]=2)=[CH:6][CH:5]=1.[C:34]([C:36]1[CH:37]=[C:38](B(O)O)[CH:39]=[CH:40][CH:41]=1)#[N:35].